The task is: Regression. Given a peptide amino acid sequence and an MHC pseudo amino acid sequence, predict their binding affinity value. This is MHC class II binding data.. This data is from Peptide-MHC class II binding affinity with 134,281 pairs from IEDB. (1) The peptide sequence is APATPAAAGAEAGKA. The MHC is DRB1_0301 with pseudo-sequence DRB1_0301. The binding affinity (normalized) is 0. (2) The binding affinity (normalized) is 0.769. The peptide sequence is GILQAYDLRDAPETP. The MHC is HLA-DQA10102-DQB10502 with pseudo-sequence HLA-DQA10102-DQB10502.